This data is from Experimentally validated miRNA-target interactions with 360,000+ pairs, plus equal number of negative samples. The task is: Binary Classification. Given a miRNA mature sequence and a target amino acid sequence, predict their likelihood of interaction. (1) The miRNA is hsa-miR-2053 with sequence GUGUUAAUUAAACCUCUAUUUAC. The protein sequence of the target gene is MWKWILTHCASAFPHLPGCCCCFLLLFLVSSFPVTCQALGQDMVSQEATNCSSSSSSFSSPSSAGRHVRSYNHLQGDVRWRRLFSFTKYFLTIEKNGKVSGTKNEDCPYSVLEITSVEIGVVAVKAINSNYYLAMNKKGKLYGSKEFNNDCKLKERIEENGYNTYASFNWQHNGRQMYVALNGKGAPRRGQKTRRKNTSAHFLPMTIQT. Result: 0 (no interaction). (2) Result: 0 (no interaction). The protein sequence of the target gene is MLLSIGMLMLSATQVYTILTVQLFAFLNLLPVEADILAYNFENASQTFDDLPARFGYRLPAEGLKGFLINSKPENACEPIVPPPVKDNSSGTFIVLIRRLDCNFDIKVLNAQRAGYKAAIVHNVDSDDLISMGSNDIEVLKKIDIPSVFIGESSANSLKDEFTYEKGGHLILVPEFSLPLEYYLIPFLIIVGICLILIVIFMITKFVQDRHRARRNRLRKDQLKKLPVHKFKKGDEYDVCAICLDEYEDGDKLRILPCSHAYHCKCVDPWLTKTKKTCPVCKQKVVPSQGDSDSDTDSSQ.... The miRNA is hsa-miR-409-3p with sequence GAAUGUUGCUCGGUGAACCCCU. (3) The miRNA is hsa-miR-518f-3p with sequence GAAAGCGCUUCUCUUUAGAGG. The protein sequence of the target gene is MWDQRLVRLALLQQLRAVYGIKVKGGRGQCDRRRHETAATEIKGKVFGVPFNSLPHSVVPEFGHIPSFLVDACASLKEHIHTEGLFRKSGSVVRLKALKSKLDQGEACLSSALPCDVAGLLKQFFRELPEPVLPADLHEALFKAQQLGAEERNKATLLLSCLMANPTVDILRYFFNFLKSVSLRASENKMDSSNLAVIFAPNLLQTSEGHEKMSANTEKKLRLQAAVVQTFIDCASDIGRVPDFILEKIPAMLGIDGLCTTPSLEGFEGDFETPGECKRKRRQSVGDFVNGALNKLKSSR.... Result: 0 (no interaction).